This data is from Forward reaction prediction with 1.9M reactions from USPTO patents (1976-2016). The task is: Predict the product of the given reaction. (1) Given the reactants [CH3:1][O:2][C:3]1[CH:8]=[CH:7][CH:6]=[CH:5][C:4]=1B(O)O.[NH2:12][C:13]1[C:22]2[C:17](=[CH:18][C:19]([O:26][CH3:27])=[C:20]([O:24][CH3:25])[C:21]=2I)[N:16]=[C:15]([N:28]2[CH2:37][CH2:36][C:35]3[N:34]=[CH:33][CH:32]=[CH:31][C:30]=3[CH2:29]2)[N:14]=1, predict the reaction product. The product is: [NH2:12][C:13]1[C:22]2[C:17](=[CH:18][C:19]([O:26][CH3:27])=[C:20]([O:24][CH3:25])[C:21]=2[C:4]2[CH:5]=[CH:6][CH:7]=[CH:8][C:3]=2[O:2][CH3:1])[N:16]=[C:15]([N:28]2[CH2:37][CH2:36][C:35]3[N:34]=[CH:33][CH:32]=[CH:31][C:30]=3[CH2:29]2)[N:14]=1. (2) Given the reactants [Cl:1][C:2]1[CH:3]=[C:4]2[C:8](=[CH:9][CH:10]=1)[N:7]([CH2:11][CH2:12][CH2:13][S:14]([CH3:17])(=[NH:16])=[O:15])[C:6]([CH2:18]O)=[CH:5]2.S(Cl)([Cl:22])=O, predict the reaction product. The product is: [Cl:1][C:2]1[CH:3]=[C:4]2[C:8](=[CH:9][CH:10]=1)[N:7]([CH2:11][CH2:12][CH2:13][S:14]([CH3:17])(=[NH:16])=[O:15])[C:6]([CH2:18][Cl:22])=[CH:5]2. (3) Given the reactants [F-].C([N+](CCCC)(CCCC)CCCC)CCC.[CH2:19]([O:22][C:23](=[O:112])[C:24](=[O:111])[CH:25]([NH:29][C:30](=[O:110])[CH:31]([NH:33][NH:34][C:35]1[CH:109]=[CH:108][C:38]([CH2:39][O:40][C:41]([N:43]2[C:49]3[CH:50]=[C:51]([O:56][CH2:57][CH2:58][CH2:59][CH2:60][CH2:61][O:62][C:63]4[C:64]([O:93][CH3:94])=[CH:65][C:66]5[C:72](=[O:73])[N:71]6[CH:74]=[C:75]([CH3:77])[CH2:76][CH:70]6[C@H:69]([O:78][Si](C(C)(C)C)(C)C)[N:68]([C:86]([O:88][CH2:89][CH:90]=[CH2:91])=[O:87])[C:67]=5[CH:92]=4)[C:52]([O:54][CH3:55])=[CH:53][C:48]=3[C:47](=[O:95])[N:46]3[CH:96]=[C:97]([CH3:99])[CH2:98][CH:45]3[C@@H:44]2[O:100][Si](C(C)(C)C)(C)C)=[O:42])=[CH:37][CH:36]=1)[CH3:32])[CH:26]([CH3:28])[CH3:27])[CH:20]=[CH2:21], predict the reaction product. The product is: [CH2:19]([O:22][C:23](=[O:112])[C:24](=[O:111])[CH:25]([NH:29][C:30](=[O:110])[CH:31]([NH:33][NH:34][C:35]1[CH:109]=[CH:108][C:38]([CH2:39][O:40][C:41]([N:43]2[C:49]3[CH:50]=[C:51]([O:56][CH2:57][CH2:58][CH2:59][CH2:60][CH2:61][O:62][C:63]4[C:64]([O:93][CH3:94])=[CH:65][C:66]5[C:72](=[O:73])[N:71]6[CH:74]=[C:75]([CH3:77])[CH2:76][CH:70]6[C@H:69]([OH:78])[N:68]([C:86]([O:88][CH2:89][CH:90]=[CH2:91])=[O:87])[C:67]=5[CH:92]=4)[C:52]([O:54][CH3:55])=[CH:53][C:48]=3[C:47](=[O:95])[N:46]3[CH:96]=[C:97]([CH3:99])[CH2:98][CH:45]3[C@@H:44]2[OH:100])=[O:42])=[CH:37][CH:36]=1)[CH3:32])[CH:26]([CH3:28])[CH3:27])[CH:20]=[CH2:21]. (4) Given the reactants [Br:1][C:2]1[CH:3]=[N:4][N:5]([CH2:8][C:9]2([O:17][CH2:18][CH2:19][OH:20])[CH2:14][CH2:13][CH2:12][C:11]([CH3:16])([CH3:15])[CH2:10]2)[C:6]=1[CH3:7].[H-].[Na+].[CH3:23]I, predict the reaction product. The product is: [Br:1][C:2]1[CH:3]=[N:4][N:5]([CH2:8][C:9]2([O:17][CH2:18][CH2:19][O:20][CH3:23])[CH2:14][CH2:13][CH2:12][C:11]([CH3:15])([CH3:16])[CH2:10]2)[C:6]=1[CH3:7]. (5) Given the reactants [C:1]([OH:6])(=O)[CH:2]([CH3:4])[CH3:3].C(N(CC)CC)C.ClC(OCC)=O.[NH:20]1[CH2:25][CH2:24][CH:23]([CH2:26][OH:27])[CH2:22][CH2:21]1, predict the reaction product. The product is: [OH:27][CH2:26][CH:23]1[CH2:24][CH2:25][N:20]([C:1](=[O:6])[CH:2]([CH3:4])[CH3:3])[CH2:21][CH2:22]1. (6) Given the reactants [CH3:1][O:2][C:3](=[O:19])[CH:4]([O:16][CH2:17][CH3:18])[CH2:5][C:6]1[C:14]2[O:13][CH:12]=[CH:11][C:10]=2[C:9]([OH:15])=[CH:8][CH:7]=1.Cl[CH2:21][C:22]1[N:23]=[C:24]([C:28]2[CH:33]=[CH:32][C:31]([O:34][CH:35]([CH3:37])[CH3:36])=[CH:30][CH:29]=2)[O:25][C:26]=1[CH3:27].C(=O)([O-])[O-].[K+].[K+].[I-].[K+], predict the reaction product. The product is: [CH3:1][O:2][C:3](=[O:19])[CH:4]([O:16][CH2:17][CH3:18])[CH2:5][C:6]1[C:14]2[O:13][CH:12]=[CH:11][C:10]=2[C:9]([O:15][CH2:21][C:22]2[N:23]=[C:24]([C:28]3[CH:33]=[CH:32][C:31]([O:34][CH:35]([CH3:37])[CH3:36])=[CH:30][CH:29]=3)[O:25][C:26]=2[CH3:27])=[CH:8][CH:7]=1. (7) Given the reactants I[C:2]1[CH:3]=[C:4]([CH:8]=[CH:9][C:10]=1[CH3:11])[C:5]([OH:7])=[O:6].[CH3:12][C:13]1([CH3:29])[C:17]([CH3:19])([CH3:18])[O:16][B:15]([B:15]2[O:16][C:17]([CH3:19])([CH3:18])[C:13]([CH3:29])([CH3:12])[O:14]2)[O:14]1.C([O-])(=O)C.[K+], predict the reaction product. The product is: [CH3:11][C:10]1[CH:9]=[CH:8][C:4]([C:5]([OH:7])=[O:6])=[CH:3][C:2]=1[B:15]1[O:16][C:17]([CH3:19])([CH3:18])[C:13]([CH3:29])([CH3:12])[O:14]1.